Dataset: Reaction yield outcomes from USPTO patents with 853,638 reactions. Task: Predict the reaction yield, written as a fraction of the theoretical maximum amount of product (1.0 means a 100% yield; for example, 0.34 means a 34% yield). (1) The reactants are [C:1]1([CH3:23])[CH:6]=[CH:5][C:4]([C@H:7]2[CH2:12][C@@H:11]([C:13]([F:16])([F:15])[F:14])[N:10]3[N:17]=[CH:18][C:19]([C:20]([OH:22])=O)=[C:9]3[NH:8]2)=[CH:3][CH:2]=1.CN(C(ON1N=NC2C=CC=NC1=2)=[N+](C)C)C.F[P-](F)(F)(F)(F)F.C(N(CC)C(C)C)(C)C.[F:57][C:58]1[CH:59]=[C:60]([CH:63]=[CH:64][C:65]=1[F:66])[CH2:61][NH2:62]. No catalyst specified. The product is [F:57][C:58]1[CH:59]=[C:60]([CH:63]=[CH:64][C:65]=1[F:66])[CH2:61][NH:62][C:20]([C:19]1[CH:18]=[N:17][N:10]2[C@H:11]([C:13]([F:15])([F:16])[F:14])[CH2:12][C@H:7]([C:4]3[CH:5]=[CH:6][C:1]([CH3:23])=[CH:2][CH:3]=3)[NH:8][C:9]=12)=[O:22]. The yield is 0.700. (2) The reactants are [Cl:1][C:2]1[C:3]([F:42])=[C:4]([C@@H:8]2[C@:12]([C:15]3[CH:20]=[CH:19][C:18]([Cl:21])=[CH:17][C:16]=3[F:22])([C:13]#[N:14])[C@H:11]([CH2:23][C:24]([CH3:27])([CH3:26])[CH3:25])[NH:10][C@H:9]2[C:28]([NH:30][C:31]2[CH:39]=[CH:38][C:34]([C:35]([OH:37])=O)=[CH:33][C:32]=2[O:40][CH3:41])=[O:29])[CH:5]=[CH:6][CH:7]=1.CN(C(ON1N=NC2C=CC=NC1=2)=[N+](C)C)C.F[P-](F)(F)(F)(F)F.[NH2:67][CH2:68][CH2:69][O:70][CH2:71][CH2:72][O:73][CH2:74][CH2:75][O:76][CH2:77][CH2:78][NH2:79]. The catalyst is O1CCCC1. The product is [NH2:79][CH2:78][CH2:77][O:76][CH2:75][CH2:74][O:73][CH2:72][CH2:71][O:70][CH2:69][CH2:68][NH:67][C:35]([C:34]1[CH:38]=[CH:39][C:31]([NH:30][C:28]([C@H:9]2[C@H:8]([C:4]3[CH:5]=[CH:6][CH:7]=[C:2]([Cl:1])[C:3]=3[F:42])[C@:12]([C:15]3[CH:20]=[CH:19][C:18]([Cl:21])=[CH:17][C:16]=3[F:22])([C:13]#[N:14])[C@H:11]([CH2:23][C:24]([CH3:26])([CH3:25])[CH3:27])[NH:10]2)=[O:29])=[C:32]([O:40][CH3:41])[CH:33]=1)=[O:37]. The yield is 0.660. (3) The reactants are [CH3:1][O:2][C:3]1[CH:4]=[C:5]2[C:10](=[CH:11][C:12]=1[O:13][CH2:14][CH:15]1[CH2:17][O:16]1)[N:9]=[CH:8][CH:7]=[C:6]2[O:18][C:19]1[CH:24]=[CH:23][C:22]([CH3:25])=[CH:21][C:20]=1[C:26]([C:28]1[CH:33]=[CH:32][CH:31]=[CH:30][CH:29]=1)=[O:27].[NH:34]1[CH2:39][CH2:38][CH:37]([CH2:40]CO)[CH2:36][CH2:35]1.[OH2:43]. The catalyst is CN(C)C=O. The product is [OH:16][CH:15]([CH2:17][N:34]1[CH2:35][CH2:36][CH:37]([CH2:40][OH:43])[CH2:38][CH2:39]1)[CH2:14][O:13][C:12]1[CH:11]=[C:10]2[C:5]([C:6]([O:18][C:19]3[CH:24]=[CH:23][C:22]([CH3:25])=[CH:21][C:20]=3[C:26]([C:28]3[CH:33]=[CH:32][CH:31]=[CH:30][CH:29]=3)=[O:27])=[CH:7][CH:8]=[N:9]2)=[CH:4][C:3]=1[O:2][CH3:1]. The yield is 0.930. (4) The product is [F:20][C:17]1([F:19])[C:16](=[O:21])[N:15]([CH3:22])[C:14]2[CH:23]=[CH:24][C:11]([N:7]3[CH2:6][C@H:5]([C:3]([NH2:25])=[O:4])[O:9][C:8]3=[O:10])=[CH:12][C:13]=2[O:18]1. The reactants are CO[C:3]([C@@H:5]1[O:9][C:8](=[O:10])[N:7]([C:11]2[CH:24]=[CH:23][C:14]3[N:15]([CH3:22])[C:16](=[O:21])[C:17]([F:20])([F:19])[O:18][C:13]=3[CH:12]=2)[CH2:6]1)=[O:4].[NH3:25]. The yield is 0.440. The catalyst is CO.